From a dataset of Peptide-MHC class II binding affinity with 134,281 pairs from IEDB. Regression. Given a peptide amino acid sequence and an MHC pseudo amino acid sequence, predict their binding affinity value. This is MHC class II binding data. (1) The peptide sequence is CDGERPTLAFLQDVM. The MHC is HLA-DPA10201-DPB10101 with pseudo-sequence HLA-DPA10201-DPB10101. The binding affinity (normalized) is 0.359. (2) The peptide sequence is GDNACKRTYSDRGWG. The MHC is DRB1_0701 with pseudo-sequence DRB1_0701. The binding affinity (normalized) is 0.224.